Dataset: Catalyst prediction with 721,799 reactions and 888 catalyst types from USPTO. Task: Predict which catalyst facilitates the given reaction. (1) Reactant: [OH:1][CH:2]([C:24]1[CH:25]=[CH:26][C:27]([NH:30]C(=O)OC(C)(C)C)=[N:28][CH:29]=1)[C:3]([CH3:23])([N:5]1[CH2:22][CH2:21][C:8]2([C:12](=[O:13])[N:11]([C:14]3[CH2:15][O:16][C:17](=[O:20])[C:18]=3[CH3:19])[CH2:10][CH2:9]2)[CH2:7][CH2:6]1)[CH3:4].FC(F)(F)C(O)=O. Product: [NH2:30][C:27]1[N:28]=[CH:29][C:24]([CH:2]([OH:1])[C:3]([N:5]2[CH2:22][CH2:21][C:8]3([C:12](=[O:13])[N:11]([C:14]4[CH2:15][O:16][C:17](=[O:20])[C:18]=4[CH3:19])[CH2:10][CH2:9]3)[CH2:7][CH2:6]2)([CH3:4])[CH3:23])=[CH:25][CH:26]=1. The catalyst class is: 2. (2) Reactant: FC(F)(F)C(O)=O.C(OC([N:15]=[C:16]([NH:50]C(OC(C)(C)C)=O)[NH:17][C@@H:18]([CH2:22][S:23][CH2:24][C:25]1[CH:30]=[CH:29][C:28]([C:31]2[CH:36]=[CH:35][C:34]([C:37]3[C:42]4[O:43][C:44]5[CH:49]=[CH:48][CH:47]=[CH:46][C:45]=5[C:41]=4[CH:40]=[CH:39][CH:38]=3)=[CH:33][CH:32]=2)=[CH:27][CH:26]=1)[C:19]([OH:21])=[O:20])=O)(C)(C)C. Product: [CH:40]1[C:41]2[C:45]3[CH:46]=[CH:47][CH:48]=[CH:49][C:44]=3[O:43][C:42]=2[C:37]([C:34]2[CH:33]=[CH:32][C:31]([C:28]3[CH:29]=[CH:30][C:25]([CH2:24][S:23][CH2:22][C@H:18]([NH:17][C:16]([NH2:50])=[NH:15])[C:19]([OH:21])=[O:20])=[CH:26][CH:27]=3)=[CH:36][CH:35]=2)=[CH:38][CH:39]=1. The catalyst class is: 4. (3) Product: [CH3:1][O:2][C:3](=[O:24])[CH2:4][C:5]1[CH:6]=[C:7]([CH:11]2[CH2:12][CH2:13][N:14]([C:17]([O:19][C:20]([CH3:22])([CH3:21])[CH3:23])=[O:18])[CH2:15][CH2:16]2)[CH:8]=[CH:9][CH:10]=1. Reactant: [CH3:1][O:2][C:3](=[O:24])[CH2:4][C:5]1[CH:6]=[C:7]([C:11]2[CH2:16][CH2:15][N:14]([C:17]([O:19][C:20]([CH3:23])([CH3:22])[CH3:21])=[O:18])[CH2:13][CH:12]=2)[CH:8]=[CH:9][CH:10]=1. The catalyst class is: 19. (4) Reactant: [F:1][C:2]1[CH:3]=[C:4]2[C:9](=[CH:10][C:11]=1[F:12])[N:8]=[CH:7][C:6](/[CH:13]=[CH:14]/[C:15](=[O:30])[CH2:16][CH2:17][CH2:18][CH2:19][C:20]1[CH:29]=[CH:28][C:27]3[CH2:26][CH2:25][CH2:24][NH:23][C:22]=3[N:21]=1)=[CH:5]2.[H-].[H-].[H-].[H-].[Li+].[Al+3].O.[OH-].[Na+]. Product: [F:1][C:2]1[CH:3]=[C:4]2[C:9](=[CH:10][C:11]=1[F:12])[N:8]=[CH:7][C:6](/[CH:13]=[CH:14]/[CH:15]([OH:30])[CH2:16][CH2:17][CH2:18][CH2:19][C:20]1[CH:29]=[CH:28][C:27]3[CH2:26][CH2:25][CH2:24][NH:23][C:22]=3[N:21]=1)=[CH:5]2. The catalyst class is: 1.